Dataset: Peptide-MHC class I binding affinity with 185,985 pairs from IEDB/IMGT. Task: Regression. Given a peptide amino acid sequence and an MHC pseudo amino acid sequence, predict their binding affinity value. This is MHC class I binding data. (1) The peptide sequence is APITTTTTVT. The MHC is HLA-B07:02 with pseudo-sequence HLA-B07:02. The binding affinity (normalized) is 0.240. (2) The peptide sequence is GQFGSGWTW. The MHC is HLA-B27:05 with pseudo-sequence HLA-B27:05. The binding affinity (normalized) is 0.0847. (3) The peptide sequence is KTTKHDQGF. The MHC is HLA-B57:01 with pseudo-sequence HLA-B57:01. The binding affinity (normalized) is 0.525.